Dataset: Merck oncology drug combination screen with 23,052 pairs across 39 cell lines. Task: Regression. Given two drug SMILES strings and cell line genomic features, predict the synergy score measuring deviation from expected non-interaction effect. Drug 1: CC1CC2C3CCC4=CC(=O)C=CC4(C)C3(F)C(O)CC2(C)C1(O)C(=O)CO. Drug 2: CC1(c2nc3c(C(N)=O)cccc3[nH]2)CCCN1. Cell line: LOVO. Synergy scores: synergy=-5.20.